From a dataset of Full USPTO retrosynthesis dataset with 1.9M reactions from patents (1976-2016). Predict the reactants needed to synthesize the given product. (1) Given the product [OH:34][CH:32]([C:2]1[N:3]=[C:4]([CH:14]2[CH2:19][CH2:18][N:17]([C:20]([O:22][C:23]([CH3:26])([CH3:25])[CH3:24])=[O:21])[CH2:16][CH2:15]2)[N:5]([CH2:7][CH2:8][N:9]2[CH2:13][CH2:12][CH2:11][CH2:10]2)[CH:6]=1)[CH3:33], predict the reactants needed to synthesize it. The reactants are: I[C:2]1[N:3]=[C:4]([CH:14]2[CH2:19][CH2:18][N:17]([C:20]([O:22][C:23]([CH3:26])([CH3:25])[CH3:24])=[O:21])[CH2:16][CH2:15]2)[N:5]([CH2:7][CH2:8][N:9]2[CH2:13][CH2:12][CH2:11][CH2:10]2)[CH:6]=1.C([Li])CCC.[CH:32](=[O:34])[CH3:33]. (2) Given the product [Cl:12][C:7]1[CH:8]=[C:9]([Cl:11])[CH:10]=[C:2]2[C:3]=1[C:4](=[O:5])[NH:6][C:21]([C:20]1[CH:23]=[C:24]([CH3:25])[C:17]([O:16][CH2:15][CH2:14][OH:13])=[C:18]([CH3:26])[CH:19]=1)=[N:1]2, predict the reactants needed to synthesize it. The reactants are: [NH2:1][C:2]1[CH:10]=[C:9]([Cl:11])[CH:8]=[C:7]([Cl:12])[C:3]=1[C:4]([NH2:6])=[O:5].[OH:13][CH2:14][CH2:15][O:16][C:17]1[C:24]([CH3:25])=[CH:23][C:20]([CH:21]=O)=[CH:19][C:18]=1[CH3:26].S([O-])(O)=O.[Na+].O.C1(C)C=CC(S(O)(=O)=O)=CC=1.